Dataset: Peptide-MHC class I binding affinity with 185,985 pairs from IEDB/IMGT. Task: Regression. Given a peptide amino acid sequence and an MHC pseudo amino acid sequence, predict their binding affinity value. This is MHC class I binding data. (1) The peptide sequence is ILKEPVHGV. The MHC is HLA-A24:02 with pseudo-sequence HLA-A24:02. The binding affinity (normalized) is 0. (2) The peptide sequence is KLQKDLEGL. The MHC is HLA-A02:06 with pseudo-sequence HLA-A02:06. The binding affinity (normalized) is 0.406. (3) The MHC is HLA-A02:02 with pseudo-sequence HLA-A02:02. The binding affinity (normalized) is 0.496. The peptide sequence is TLLGLILFV. (4) The peptide sequence is EFFDTEPQL. The MHC is HLA-B58:01 with pseudo-sequence HLA-B58:01. The binding affinity (normalized) is 0.0847. (5) The peptide sequence is REWGWRIPF. The MHC is HLA-B40:01 with pseudo-sequence HLA-B40:01. The binding affinity (normalized) is 1.00. (6) The binding affinity (normalized) is 0.732. The peptide sequence is LLLSTTEWQV. The MHC is HLA-A02:02 with pseudo-sequence HLA-A02:02. (7) The peptide sequence is EPIKDMEIIF. The MHC is HLA-B53:01 with pseudo-sequence HLA-B53:01. The binding affinity (normalized) is 0.844.